This data is from Reaction yield outcomes from USPTO patents with 853,638 reactions. The task is: Predict the reaction yield, written as a fraction of the theoretical maximum amount of product (1.0 means a 100% yield; for example, 0.34 means a 34% yield). (1) The reactants are [Cl:1][C:2]1[CH:3]=[C:4]([OH:11])[C:5](=[CH:9][CH:10]=1)[C:6]([OH:8])=[O:7].S(=O)(=O)(O)O.[C:17](OC(=O)C)(=[O:19])[CH3:18]. No catalyst specified. The product is [C:17]([O:11][C:4]1[CH:3]=[C:2]([Cl:1])[CH:10]=[CH:9][C:5]=1[C:6]([OH:8])=[O:7])(=[O:19])[CH3:18]. The yield is 0.881. (2) The reactants are [ClH:1].[CH2:2]([C:6]1[N:7]=[C:8]([NH2:11])[NH:9][CH:10]=1)[CH2:3][C:4]#[CH:5].[N:12]([CH2:15][C:16]1[NH:20][C:19]2[CH:21]=[CH:22][CH:23]=[CH:24][C:18]=2[N:17]=1)=[N+:13]=[N-:14]. No catalyst specified. The product is [ClH:1].[ClH:1].[NH:17]1[C:18]2[CH:24]=[CH:23][CH:22]=[CH:21][C:19]=2[N:20]=[C:16]1[CH2:15][N:12]1[CH:5]=[C:4]([CH2:3][CH2:2][C:6]2[N:7]=[C:8]([NH2:11])[NH:9][CH:10]=2)[N:14]=[N:13]1. The yield is 0.480. (3) The reactants are [Cl-].[Al+3].[Cl-].[Cl-].[NH2:5][N:6]1[CH2:11][CH2:10][CH2:9][CH2:8][CH2:7]1.C([O:14][C:15]([C:17]1[N:18]=[C:19]([C:32]2[CH:37]=[CH:36][C:35]([Cl:38])=[CH:34][C:33]=2[Cl:39])[N:20]([C:24]2[CH:29]=[CH:28][C:27]([O:30][CH3:31])=[CH:26][CH:25]=2)[C:21]=1[CH2:22][OH:23])=O)C.O. The catalyst is ClCCCl. The product is [N:6]1([NH:5][C:15]([C:17]2[N:18]=[C:19]([C:32]3[CH:37]=[CH:36][C:35]([Cl:38])=[CH:34][C:33]=3[Cl:39])[N:20]([C:24]3[CH:25]=[CH:26][C:27]([O:30][CH3:31])=[CH:28][CH:29]=3)[C:21]=2[CH2:22][OH:23])=[O:14])[CH2:11][CH2:10][CH2:9][CH2:8][CH2:7]1. The yield is 0.960. (4) The reactants are [CH3:1][NH2:2].[CH2:3]=O.CO[C:7](=[O:21])[CH2:8][CH2:9][CH:10]([C:14]1[CH:19]=[CH:18][CH:17]=[C:16]([Cl:20])[CH:15]=1)[N+:11]([O-:13])=[O:12].[Na+].[Cl-]. The catalyst is O1CCOCC1.C(OCC)(=O)C. The product is [Cl:20][C:16]1[CH:15]=[C:14]([C:10]2([N+:11]([O-:13])=[O:12])[CH2:1][N:2]([CH3:3])[C:7](=[O:21])[CH2:8][CH2:9]2)[CH:19]=[CH:18][CH:17]=1. The yield is 0.760. (5) The reactants are C(Cl)(=O)C(Cl)=O.[C:7]1([C:16]2[CH:21]=[CH:20][CH:19]=[CH:18][CH:17]=2)[CH:12]=[CH:11][C:10]([C:13]([OH:15])=O)=[CH:9][CH:8]=1.[CH3:22][N:23]([CH:34]1[CH2:39][CH2:38][N:37]([CH3:40])[CH2:36][CH2:35]1)[C:24]1[O:25][C:26]2[CH:32]=[CH:31][C:30]([NH2:33])=[CH:29][C:27]=2[N:28]=1.N1C=CC=CC=1. The catalyst is CN(C=O)C.C(Cl)Cl. The product is [CH3:22][N:23]([CH:34]1[CH2:39][CH2:38][N:37]([CH3:40])[CH2:36][CH2:35]1)[C:24]1[O:25][C:26]2[CH:32]=[CH:31][C:30]([NH:33][C:13]([C:10]3[CH:9]=[CH:8][C:7]([C:16]4[CH:21]=[CH:20][CH:19]=[CH:18][CH:17]=4)=[CH:12][CH:11]=3)=[O:15])=[CH:29][C:27]=2[N:28]=1. The yield is 0.500.